This data is from Catalyst prediction with 721,799 reactions and 888 catalyst types from USPTO. The task is: Predict which catalyst facilitates the given reaction. Reactant: [CH3:1][O:2][C:3](=[O:31])[NH:4][C:5]1[C:6]([NH2:30])=[N:7][C:8]([C:12]2[C:20]3[C:15](=[N:16][CH:17]=[C:18]([F:21])[CH:19]=3)[N:14]([CH2:22][C:23]3[CH:28]=[CH:27][CH:26]=[CH:25][C:24]=3[F:29])[N:13]=2)=[N:9][C:10]=1[NH2:11].[H-].[Na+].ClC(Cl)(Cl)S(O[CH2:40][C:41]([F:44])([F:43])[F:42])(=O)=O.O. Product: [CH3:1][O:2][C:3](=[O:31])[N:4]([C:5]1[C:10]([NH2:11])=[N:9][C:8]([C:12]2[C:20]3[C:15](=[N:16][CH:17]=[C:18]([F:21])[CH:19]=3)[N:14]([CH2:22][C:23]3[CH:28]=[CH:27][CH:26]=[CH:25][C:24]=3[F:29])[N:13]=2)=[N:7][C:6]=1[NH2:30])[CH2:40][C:41]([F:44])([F:43])[F:42]. The catalyst class is: 1.